Dataset: Forward reaction prediction with 1.9M reactions from USPTO patents (1976-2016). Task: Predict the product of the given reaction. (1) Given the reactants Br.[Br:2][C:3]1[CH:4]=[C:5]([CH2:10]Br)[C:6]([NH2:9])=[N:7][CH:8]=1.Cl.[CH2:13]([O:15][C:16](=[O:20])[C@H:17]([CH3:19])[NH2:18])[CH3:14].C(N(CC)CC)C, predict the reaction product. The product is: [NH2:9][C:6]1[C:5]([CH2:10][NH:18][C@@H:17]([CH3:19])[C:16]([O:15][CH2:13][CH3:14])=[O:20])=[CH:4][C:3]([Br:2])=[CH:8][N:7]=1. (2) Given the reactants [N:1]1([C:7]2[CH:17]=[CH:16][C:10]([C:11]([O:13][CH2:14][CH3:15])=[O:12])=[CH:9][CH:8]=2)[CH2:6][CH2:5][NH:4][CH2:3][CH2:2]1.[C:18](O)(=O)[CH3:19].[C:22](O[BH3-])(=O)[CH3:23].[Na+].[C:28](OCC)(=O)[CH3:29], predict the reaction product. The product is: [CH:18]1([CH2:19][N:4]2[CH2:3][CH2:2][N:1]([C:7]3[CH:8]=[CH:9][C:10]([C:11]([O:13][CH2:14][CH3:15])=[O:12])=[CH:16][CH:17]=3)[CH2:6][CH2:5]2)[CH2:23][CH2:22][CH2:29][CH2:28]1. (3) Given the reactants Cl.Cl.Cl.[O:4]1[C:12]2[CH:11]=[CH:10][N:9]=[C:8]([N:13]3[CH2:18][CH2:17][N:16]([CH2:19][CH2:20][C@H:21]4[CH2:26][CH2:25][C@H:24]([NH2:27])[CH2:23][CH2:22]4)[CH2:15][CH2:14]3)[C:7]=2[CH2:6][CH2:5]1.[CH:28]1([CH2:31][C:32](O)=[O:33])[CH2:30][CH2:29]1, predict the reaction product. The product is: [CH:28]1([CH2:31][C:32]([NH:27][C@H:24]2[CH2:25][CH2:26][C@H:21]([CH2:20][CH2:19][N:16]3[CH2:17][CH2:18][N:13]([C:8]4[C:7]5[CH2:6][CH2:5][O:4][C:12]=5[CH:11]=[CH:10][N:9]=4)[CH2:14][CH2:15]3)[CH2:22][CH2:23]2)=[O:33])[CH2:30][CH2:29]1. (4) Given the reactants [S:1]1[C:5]2[CH:6]=[CH:7][CH:8]=[CH:9][C:4]=2[N:3]=[C:2]1[NH:10][C:11]([C:13]1[CH:14]=[CH:15][CH:16]=[C:17]2[C:22]=1[CH2:21][N:20]([C:23]1[S:24][C:25]([CH2:33][CH2:34][CH2:35]I)=[C:26]([C:28]([O:30]CC)=[O:29])[N:27]=1)[CH2:19][CH2:18]2)=[O:12].[NH:37]1[CH:41]=[CH:40][N:39]=[CH:38]1.[C:42]1(O)C=CC=CC=1, predict the reaction product. The product is: [N:37]1([CH2:42][CH2:35][CH2:34][CH2:33][C:25]2[S:24][C:23]([N:20]3[CH2:19][CH2:18][C:17]4[C:22](=[C:13]([C:11](=[O:12])[NH:10][C:2]5[S:1][C:5]6[CH:6]=[CH:7][CH:8]=[CH:9][C:4]=6[N:3]=5)[CH:14]=[CH:15][CH:16]=4)[CH2:21]3)=[N:27][C:26]=2[C:28]([OH:30])=[O:29])[CH:41]=[CH:40][N:39]=[CH:38]1.